From a dataset of Full USPTO retrosynthesis dataset with 1.9M reactions from patents (1976-2016). Predict the reactants needed to synthesize the given product. (1) Given the product [CH3:21][O:20]/[N:22]=[CH:17]/[C:13]1[CH:14]=[N:15][CH:16]=[C:11]([C:10]#[C:9][C:5]2[CH:6]=[CH:7][CH:8]=[C:3]([O:2][CH3:1])[CH:4]=2)[CH:12]=1, predict the reactants needed to synthesize it. The reactants are: [CH3:1][O:2][C:3]1[CH:4]=[C:5]([C:9]#[C:10][C:11]2[CH:12]=[C:13]([CH:17]=O)[CH:14]=[N:15][CH:16]=2)[CH:6]=[CH:7][CH:8]=1.Cl.[O:20]([NH2:22])[CH3:21]. (2) Given the product [CH3:26][C:25]1[C:2]([CH3:1])=[CH:3][C:4]2[NH:8][C:7]([C:9]3[CH:13]=[C:12]([S:14][CH3:15])[NH:11][N:10]=3)=[N:6][C:5]=2[CH:24]=1, predict the reactants needed to synthesize it. The reactants are: [CH3:1][C:2]1[C:25]([CH3:26])=[CH:24][C:5]2[N:6](COCC[Si](C)(C)C)[C:7]([C:9]3[CH:13]=[C:12]([S:14][CH3:15])[NH:11][N:10]=3)=[N:8][C:4]=2[CH:3]=1.Cl.C(=O)(O)[O-].[Na+]. (3) Given the product [CH3:1][S:2][C:3]1[O:7][N:6]=[C:5]([C:8]2[NH:9][C:10]3[CH:24]=[CH:23][CH:22]=[CH:21][C:11]=3[N:12]=2)[CH:4]=1, predict the reactants needed to synthesize it. The reactants are: [CH3:1][S:2][C:3]1[O:7][N:6]=[C:5]([C:8]2[N:12](COCC[Si](C)(C)C)[C:11]3[CH:21]=[CH:22][CH:23]=[CH:24][C:10]=3[N:9]=2)[CH:4]=1.Cl.